This data is from Catalyst prediction with 721,799 reactions and 888 catalyst types from USPTO. The task is: Predict which catalyst facilitates the given reaction. (1) The catalyst class is: 91. Reactant: CN([CH:9]=[O:10])C1C=CC=CC=1.O=P(Cl)(Cl)Cl.[CH3:16][O:17][C:18]1[CH:23]=[CH:22][C:21]([O:24][CH3:25])=[C:20]([O:26][CH3:27])[C:19]=1[O:28][CH3:29]. Product: [CH3:16][O:17][C:18]1[C:19]([O:28][CH3:29])=[C:20]([O:26][CH3:27])[C:21]([O:24][CH3:25])=[CH:22][C:23]=1[CH:9]=[O:10]. (2) Reactant: C(O)(C(F)(F)F)=O.C(OC([N:15]1[CH2:20][CH2:19][CH:18]([C:21]([OH:40])([C:34]2[CH:39]=[CH:38][CH:37]=[CH:36][CH:35]=2)[C:22]#[C:23][C@:24]2([O:32][CH3:33])[CH:29]3[CH2:30][CH2:31][N:26]([CH2:27][CH2:28]3)[CH2:25]2)[CH2:17][CH2:16]1)=O)(C)(C)C. Product: [CH3:33][O:32][C@@:24]1([C:23]#[C:22][C:21]([C:34]2[CH:39]=[CH:38][CH:37]=[CH:36][CH:35]=2)([CH:18]2[CH2:17][CH2:16][NH:15][CH2:20][CH2:19]2)[OH:40])[CH:29]2[CH2:30][CH2:31][N:26]([CH2:27][CH2:28]2)[CH2:25]1. The catalyst class is: 2. (3) Reactant: [CH3:1][C:2]1[C:3]([C:8]([OH:10])=[O:9])=[N:4][CH:5]=[CH:6][N:7]=1.[C:11](Cl)(=O)[C:12](Cl)=O. Product: [CH2:11]([O:9][C:8]([C:3]1[C:2]([CH3:1])=[N:7][CH:6]=[CH:5][N:4]=1)=[O:10])[CH3:12]. The catalyst class is: 204. (4) The catalyst class is: 6. Product: [Cl:1][C:2]1[CH:3]=[C:4]([NH2:11])[CH:5]=[CH:6][C:7]=1[N+:8]([O-:10])=[O:9]. Reactant: [Cl:1][C:2]1[CH:3]=[C:4]([NH:11]C(=O)C)[CH:5]=[CH:6][C:7]=1[N+:8]([O-:10])=[O:9].Cl. (5) Reactant: [CH3:1][N:2]([CH3:6])[CH2:3][CH2:4][NH2:5].CCN(C(C)C)C(C)C.[Cl:16][C:17]1[C:18]([CH2:46][N:47]2[CH2:52][CH2:51][CH2:50][C@@H:49]([C:53](O)=[O:54])[CH2:48]2)=[C:19]([C:42]([F:45])([F:44])[F:43])[CH:20]=[C:21]2[C:26]=1[NH:25][C:24](=[O:27])[N:23]([CH2:28][C:29]1[CH:34]=[C:33]([Cl:35])[CH:32]=[CH:31][C:30]=1[S:36]([CH2:39][CH3:40])(=[O:38])=[O:37])[C:22]2=[O:41].CN(C(ON1N=NC2C=CC=NC1=2)=[N+](C)C)C.F[P-](F)(F)(F)(F)F. Product: [Cl:16][C:17]1[C:18]([CH2:46][N:47]2[CH2:52][CH2:51][CH2:50][C@@H:49]([C:53]([NH:5][CH2:4][CH2:3][N:2]([CH3:6])[CH3:1])=[O:54])[CH2:48]2)=[C:19]([C:42]([F:44])([F:43])[F:45])[CH:20]=[C:21]2[C:26]=1[NH:25][C:24](=[O:27])[N:23]([CH2:28][C:29]1[CH:34]=[C:33]([Cl:35])[CH:32]=[CH:31][C:30]=1[S:36]([CH2:39][CH3:40])(=[O:38])=[O:37])[C:22]2=[O:41]. The catalyst class is: 47.